This data is from Reaction yield outcomes from USPTO patents with 853,638 reactions. The task is: Predict the reaction yield, written as a fraction of the theoretical maximum amount of product (1.0 means a 100% yield; for example, 0.34 means a 34% yield). (1) The reactants are [OH:1][C:2]1[CH:7]=[CH:6][C:5]([C:8]2[C:12]([C:13]([OH:15])=[O:14])=[CH:11][O:10][N:9]=2)=[CH:4][CH:3]=1.[C:16](OC(=O)C)(=[O:18])[CH3:17].C(N(CC)CC)C. The catalyst is ClCCl. The product is [C:16]([O:1][C:2]1[CH:3]=[CH:4][C:5]([C:8]2[C:12]([C:13]([OH:15])=[O:14])=[CH:11][O:10][N:9]=2)=[CH:6][CH:7]=1)(=[O:18])[CH3:17]. The yield is 0.780. (2) The catalyst is ClCCl.C(OCC)(=O)C.N1C=CC=CC=1. The product is [C:4]([C:7]([C:29](=[O:30])[C:28]1[CH:32]=[CH:33][CH:34]=[C:26]([C:24]#[N:25])[CH:27]=1)([CH2:15][CH2:16][CH2:17][CH2:18][C:19]([O:21][CH2:22][CH3:23])=[O:20])[C:8]([O:10][C:11]([CH3:12])([CH3:13])[CH3:14])=[O:9])(=[O:6])[CH3:5]. The reactants are [Cl-].[Mg+2].[Cl-].[C:4]([CH:7]([CH2:15][CH2:16][CH2:17][CH2:18][C:19]([O:21][CH2:22][CH3:23])=[O:20])[C:8]([O:10][C:11]([CH3:14])([CH3:13])[CH3:12])=[O:9])(=[O:6])[CH3:5].[C:24]([C:26]1[CH:27]=[C:28]([CH:32]=[CH:33][CH:34]=1)[C:29](Cl)=[O:30])#[N:25].Cl. The yield is 0.729. (3) The reactants are [F:1][C:2]1[CH:7]=[CH:6][C:5]([C:8]2[C:16]3[C:11](=[CH:12][CH:13]=[C:14]([C:17]#[C:18][C:19]4[CH:24]=[CH:23][CH:22]=[CH:21][CH:20]=4)[CH:15]=3)[NH:10][N:9]=2)=[CH:4][CH:3]=1.N1C2C(=CC=CC=2)C=CC=1. The catalyst is C(OCC)(=O)C.[Pd]. The product is [C:19]1(/[CH:18]=[CH:17]\[C:14]2[CH:15]=[C:16]3[C:11](=[CH:12][CH:13]=2)[NH:10][N:9]=[C:8]3[C:5]2[CH:4]=[CH:3][C:2]([F:1])=[CH:7][CH:6]=2)[CH:20]=[CH:21][CH:22]=[CH:23][CH:24]=1. The yield is 0.460. (4) The reactants are N1C=CC=CC=1.[CH3:7][N:8]1[C:12]([NH2:13])=[CH:11][C:10]([CH3:14])=[N:9]1.[C:15](OC(=O)C)(=[O:17])[CH3:16]. No catalyst specified. The product is [CH3:7][N:8]1[C:12]([NH:13][C:15](=[O:17])[CH3:16])=[CH:11][C:10]([CH3:14])=[N:9]1. The yield is 1.00. (5) The reactants are [O:1]([C:8]1[CH:28]=[CH:27][C:11]([O:12][C:13]2[CH:18]=[CH:17][N:16]=[CH:15][C:14]=2[C:19]2[CH:24]=[CH:23][C:22]([CH2:25][NH2:26])=[CH:21][CH:20]=2)=[CH:10][CH:9]=1)[C:2]1[CH:7]=[CH:6][CH:5]=[CH:4][CH:3]=1.N1C=CC=CC=1.CN1C[CH2:39][CH2:38][C:37]1=[O:41]. The catalyst is ClCCl. The product is [O:1]([C:8]1[CH:9]=[CH:10][C:11]([O:12][C:13]2[CH:18]=[CH:17][N:16]=[CH:15][C:14]=2[C:19]2[CH:24]=[CH:23][C:22]([CH2:25][NH:26][C:37](=[O:41])[CH2:38][CH3:39])=[CH:21][CH:20]=2)=[CH:27][CH:28]=1)[C:2]1[CH:7]=[CH:6][CH:5]=[CH:4][CH:3]=1. The yield is 0.430.